This data is from Full USPTO retrosynthesis dataset with 1.9M reactions from patents (1976-2016). The task is: Predict the reactants needed to synthesize the given product. (1) Given the product [Cl:1][C:2]1[N:7]=[CH:6][C:5]([CH2:8][N:9]([CH2:10][CH:11]([F:13])[F:12])[C:26]2[CH2:27][O:20][C:24](=[O:15])[CH:25]=2)=[CH:4][CH:3]=1, predict the reactants needed to synthesize it. The reactants are: [Cl:1][C:2]1[N:7]=[CH:6][C:5]([CH2:8][NH:9][CH2:10][CH:11]([F:13])[F:12])=[CH:4][CH:3]=1.S([O-])(O)(=O)=[O:15].[K+].[OH2:20].ClCCl.[C:24](#N)[CH2:25][CH2:26][CH3:27]. (2) Given the product [C:15](/[C:6](=[N:23]/[NH:22][C:24]([O:26][C:27]([CH3:30])([CH3:29])[CH3:28])=[O:25])/[C:5]([O:12][CH2:13][CH3:14])=[O:11])#[N:17], predict the reactants needed to synthesize it. The reactants are: CC[O-].[Na+].[C:5]([O:12][CH2:13][CH3:14])(=[O:11])[C:6](OCC)=O.[C:15](#[N:17])C.C(O)(=O)C.[NH:22]([C:24]([O:26][C:27]([CH3:30])([CH3:29])[CH3:28])=[O:25])[NH2:23]. (3) Given the product [CH3:1][O:2][C:3]([C:4]1[CH:9]=[C:8]([NH2:10])[C:7]2[N:6]([N:25]=[C:32]([C:28]3[S:27][CH:31]=[CH:30][CH:29]=3)[N:11]=2)[CH:5]=1)=[O:12], predict the reactants needed to synthesize it. The reactants are: [CH3:1][O:2][C:3](=[O:12])[C:4]1[CH:9]=[C:8]([NH2:10])[C:7]([NH2:11])=[N:6][CH:5]=1.C1(C)C=C(C)C=C(C)C=1S(O[NH2:25])(=O)=O.[S:27]1[CH:31]=[CH:30][CH:29]=[C:28]1[CH:32]=O.[OH-].[K+].